Dataset: Forward reaction prediction with 1.9M reactions from USPTO patents (1976-2016). Task: Predict the product of the given reaction. (1) Given the reactants C([O:3][C:4](=[O:41])[CH2:5][CH2:6][CH2:7][O:8][C:9]1[CH:14]=[CH:13][CH:12]=[C:11]([CH2:15][CH2:16][CH2:17][CH2:18][CH2:19][CH2:20][O:21][C:22]2[CH:27]=[C:26]([C:28](=[O:32])[N:29]([CH3:31])[CH3:30])[CH:25]=[C:24](Br)[CH:23]=2)[C:10]=1[CH2:34][CH2:35][C:36]([O:38]CC)=[O:37])C.[Cl:42][C:43]1[CH:48]=[CH:47][C:46](B(O)O)=[CH:45][CH:44]=1, predict the reaction product. The product is: [C:36]([CH2:35][CH2:34][C:10]1[C:11]([CH2:15][CH2:16][CH2:17][CH2:18][CH2:19][CH2:20][O:21][C:22]2[CH:23]=[C:24]([C:46]3[CH:47]=[CH:48][C:43]([Cl:42])=[CH:44][CH:45]=3)[CH:25]=[C:26]([C:28](=[O:32])[N:29]([CH3:30])[CH3:31])[CH:27]=2)=[CH:12][CH:13]=[CH:14][C:9]=1[O:8][CH2:7][CH2:6][CH2:5][C:4]([OH:41])=[O:3])([OH:38])=[O:37]. (2) Given the reactants [CH3:1][C:2]1[N:10]([CH:11]([C:13]2[CH:18]=[CH:17][CH:16]=[CH:15][CH:14]=2)[CH3:12])[C:9]2[C:4](=[N:5][CH:6]=[CH:7][CH:8]=2)[C:3]=1[C:19]([OH:21])=O.C[NH3+].F[P-](F)(F)(F)(F)F.N1(OC(N(C)C)=[N+](C)C)C2N=CC=CC=2N=N1.F[P-](F)(F)(F)(F)F.[NH2:55][CH2:56][C:57]1[C:58]([OH:65])=[N:59][C:60]([CH3:64])=[CH:61][C:62]=1[CH3:63].C(N(CC)CC)C, predict the reaction product. The product is: [OH:65][C:58]1[C:57]([CH2:56][NH:55][C:19]([C:3]2[C:4]3=[N:5][CH:6]=[CH:7][CH:8]=[C:9]3[N:10]([CH:11]([C:13]3[CH:18]=[CH:17][CH:16]=[CH:15][CH:14]=3)[CH3:12])[C:2]=2[CH3:1])=[O:21])=[C:62]([CH3:63])[CH:61]=[C:60]([CH3:64])[N:59]=1. (3) The product is: [C:13]([O:12][C@@H:11]1[C@@H:16]([O:17][C:18](=[O:20])[CH3:19])[C@H:21]([O:22][C:23](=[O:25])[CH3:24])[C@@H:26]([CH2:28][O:29][C:30](=[O:32])[CH3:31])[O:27][C@@H:10]1[Br:1])(=[O:15])[CH3:14]. Given the reactants [BrH:1].C(O)(=O)C.C(O[C@@H:10]1[O:27][C@H:26]([CH2:28][O:29][C:30](=[O:32])[CH3:31])[C@@H:21]([O:22][C:23](=[O:25])[CH3:24])[C@H:16]([O:17][C:18](=[O:20])[CH3:19])[C@H:11]1[O:12][C:13](=[O:15])[CH3:14])(=O)C, predict the reaction product. (4) Given the reactants [F:1][C:2]([F:13])([F:12])[C:3]1[N:11]=[C:6]2[CH:7]=[N:8][CH:9]=[CH:10][N:5]2[N:4]=1.[Br:14]Br, predict the reaction product. The product is: [BrH:14].[Br:14][C:10]1[N:5]2[N:4]=[C:3]([C:2]([F:12])([F:1])[F:13])[N:11]=[C:6]2[CH:7]=[N:8][CH:9]=1. (5) The product is: [Br:1][C:2]1[CH:3]=[C:4]([S:10]([NH:14][C:15]2[CH:24]=[CH:23][C:18]([C:19]([O:21][CH3:22])=[O:20])=[C:17]([OH:25])[CH:16]=2)(=[O:12])=[O:11])[CH:5]=[CH:6][C:7]=1[O:8][CH3:9]. Given the reactants [Br:1][C:2]1[CH:3]=[C:4]([S:10](Cl)(=[O:12])=[O:11])[CH:5]=[CH:6][C:7]=1[O:8][CH3:9].[NH2:14][C:15]1[CH:16]=[C:17]([OH:25])[C:18](=[CH:23][CH:24]=1)[C:19]([O:21][CH3:22])=[O:20].N1C=CC=CC=1.O, predict the reaction product.